From a dataset of Catalyst prediction with 721,799 reactions and 888 catalyst types from USPTO. Predict which catalyst facilitates the given reaction. Reactant: [Cl:1][C:2]1[CH:7]=[CH:6][C:5]([S:8]([N:11]([CH2:20][C:21]2[CH:30]=[CH:29][C:24]([C:25]([O:27][CH3:28])=[O:26])=[CH:23][CH:22]=2)[CH:12]2[CH2:17][O:16]C(C)(C)[O:14][CH2:13]2)(=[O:10])=[O:9])=[CH:4][CH:3]=1.CO.O.CC1C=CC(S(O)(=O)=O)=CC=1.C(=O)([O-])[O-].[Na+].[Na+]. Product: [Cl:1][C:2]1[CH:3]=[CH:4][C:5]([S:8]([N:11]([CH2:20][C:21]2[CH:22]=[CH:23][C:24]([C:25]([O:27][CH3:28])=[O:26])=[CH:29][CH:30]=2)[CH:12]([CH2:13][OH:14])[CH2:17][OH:16])(=[O:10])=[O:9])=[CH:6][CH:7]=1. The catalyst class is: 20.